The task is: Regression/Classification. Given a drug SMILES string, predict its toxicity properties. Task type varies by dataset: regression for continuous values (e.g., LD50, hERG inhibition percentage) or binary classification for toxic/non-toxic outcomes (e.g., AMES mutagenicity, cardiotoxicity, hepatotoxicity). Dataset: herg_karim.. This data is from hERG potassium channel inhibition data for cardiac toxicity prediction from Karim et al.. (1) The molecule is CN(C)C(=O)[C@@H](CO)N(C)Cc1ccc2c(c1)CC[C@H](N1CCN(CCc3ccc(F)cc3)CC1=O)C2. The result is 0 (non-blocker). (2) The molecule is CNc1ncc(C=C2CC3C4CCC5N(C)C(=O)C=CC5(C)C4CCC3(C)C2O)cn1. The result is 0 (non-blocker).